Dataset: NCI-60 drug combinations with 297,098 pairs across 59 cell lines. Task: Regression. Given two drug SMILES strings and cell line genomic features, predict the synergy score measuring deviation from expected non-interaction effect. (1) Cell line: K-562. Drug 1: CC1=CC2C(CCC3(C2CCC3(C(=O)C)OC(=O)C)C)C4(C1=CC(=O)CC4)C. Synergy scores: CSS=42.2, Synergy_ZIP=3.39, Synergy_Bliss=3.84, Synergy_Loewe=-16.3, Synergy_HSA=4.33. Drug 2: CC1C(C(CC(O1)OC2CC(CC3=C2C(=C4C(=C3O)C(=O)C5=C(C4=O)C(=CC=C5)OC)O)(C(=O)CO)O)N)O.Cl. (2) Drug 1: CC12CCC(CC1=CCC3C2CCC4(C3CC=C4C5=CN=CC=C5)C)O. Drug 2: CS(=O)(=O)OCCCCOS(=O)(=O)C. Cell line: HL-60(TB). Synergy scores: CSS=48.0, Synergy_ZIP=5.58, Synergy_Bliss=6.27, Synergy_Loewe=-2.33, Synergy_HSA=2.40. (3) Drug 1: CC1=C2C(C(=O)C3(C(CC4C(C3C(C(C2(C)C)(CC1OC(=O)C(C(C5=CC=CC=C5)NC(=O)OC(C)(C)C)O)O)OC(=O)C6=CC=CC=C6)(CO4)OC(=O)C)OC)C)OC. Drug 2: C1CC(C1)(C(=O)O)C(=O)O.[NH2-].[NH2-].[Pt+2]. Cell line: MCF7. Synergy scores: CSS=59.2, Synergy_ZIP=9.28, Synergy_Bliss=9.75, Synergy_Loewe=13.7, Synergy_HSA=15.4. (4) Drug 1: CCC1=CC2CC(C3=C(CN(C2)C1)C4=CC=CC=C4N3)(C5=C(C=C6C(=C5)C78CCN9C7C(C=CC9)(C(C(C8N6C)(C(=O)OC)O)OC(=O)C)CC)OC)C(=O)OC.C(C(C(=O)O)O)(C(=O)O)O. Drug 2: C1CCC(CC1)NC(=O)N(CCCl)N=O. Cell line: BT-549. Synergy scores: CSS=51.7, Synergy_ZIP=-7.49, Synergy_Bliss=-5.61, Synergy_Loewe=-26.3, Synergy_HSA=-4.03. (5) Drug 1: COC1=C2C(=CC3=C1OC=C3)C=CC(=O)O2. Drug 2: CC1C(C(CC(O1)OC2CC(CC3=C2C(=C4C(=C3O)C(=O)C5=CC=CC=C5C4=O)O)(C(=O)C)O)N)O. Cell line: SNB-75. Synergy scores: CSS=46.0, Synergy_ZIP=-3.46, Synergy_Bliss=-4.02, Synergy_Loewe=-1.96, Synergy_HSA=1.80. (6) Drug 1: CN(C)C1=NC(=NC(=N1)N(C)C)N(C)C. Drug 2: CN(C(=O)NC(C=O)C(C(C(CO)O)O)O)N=O. Cell line: DU-145. Synergy scores: CSS=-7.85, Synergy_ZIP=0.988, Synergy_Bliss=-4.54, Synergy_Loewe=-7.80, Synergy_HSA=-8.44.